The task is: Predict which catalyst facilitates the given reaction.. This data is from Catalyst prediction with 721,799 reactions and 888 catalyst types from USPTO. Reactant: [Br:1][C:2]1[C:10]2[N:9]=[C:8]([CH:11]([F:13])[F:12])[N:7]([CH2:14][C:15]3[CH:20]=[CH:19][CH:18]=[C:17]([Cl:21])[C:16]=3[CH3:22])[C:6]=2[CH:5]=[C:4]([NH2:23])[CH:3]=1.[OH-].[Na+].Br[CH2:27][CH2:28][O:29][CH2:30][CH2:31]Br. Product: [Br:1][C:2]1[C:10]2[N:9]=[C:8]([CH:11]([F:13])[F:12])[N:7]([CH2:14][C:15]3[CH:20]=[CH:19][CH:18]=[C:17]([Cl:21])[C:16]=3[CH3:22])[C:6]=2[CH:5]=[C:4]([N:23]2[CH2:31][CH2:30][O:29][CH2:28][CH2:27]2)[CH:3]=1. The catalyst class is: 682.